The task is: Predict the reactants needed to synthesize the given product.. This data is from Full USPTO retrosynthesis dataset with 1.9M reactions from patents (1976-2016). (1) Given the product [CH3:1][O:2][C:3]([C:4]1([C:9]#[N:10])[CH2:15][CH:5]1[CH:6]([CH3:8])[CH3:7])=[O:11], predict the reactants needed to synthesize it. The reactants are: [CH3:1][O:2][C:3](=[O:11])[C:4]([C:9]#[N:10])=[CH:5][CH:6]([CH3:8])[CH3:7].[N+]([CH3:15])([O-])=O. (2) Given the product [CH3:17][S:16][C:8]1[CH:4]=[CH:3][CH:11]=[C:10]([C:12]([F:13])([F:14])[F:15])[C:9]=1[C:22]([OH:24])=[O:23], predict the reactants needed to synthesize it. The reactants are: CO[C:3]1[CH:11]=[C:10]([C:12]([F:15])([F:14])[F:13])[CH:9]=[C:8]([S:16][CH3:17])[C:4]=1C(O)=O.FC(F)(F)C1C=CC=CC=1[C:22]([OH:24])=[O:23].CSSC. (3) Given the product [CH3:1][C:2]1[CH:7]=[CH:6][C:5]([S:8]([O:11][CH2:12][CH:13]2[CH2:17][C:16]3[CH:18]=[CH:19][CH:20]=[C:21]([C:28]4[CH:27]=[CH:26][C:25]([O:24][CH3:23])=[CH:30][C:29]=4[O:31][CH3:32])[C:15]=3[O:14]2)(=[O:10])=[O:9])=[CH:4][CH:3]=1, predict the reactants needed to synthesize it. The reactants are: [CH3:1][C:2]1[CH:7]=[CH:6][C:5]([S:8]([O:11][CH2:12][CH:13]2[CH2:17][C:16]3[CH:18]=[CH:19][CH:20]=[C:21](Br)[C:15]=3[O:14]2)(=[O:10])=[O:9])=[CH:4][CH:3]=1.[CH3:23][O:24][C:25]1[CH:30]=[C:29]([O:31][CH3:32])[CH:28]=[CH:27][C:26]=1B(O)O.C(=O)([O-])[O-].[K+].[K+].CC1C=CC(S(OCC2CC3C(C4C=CC=CC=4)=CC=CC=3O2)(=O)=O)=CC=1. (4) Given the product [Br:1][C:2]1[CH:3]=[CH:4][CH:5]=[C:6]2[C:10]=1[CH2:9][CH:8]([Si:17]([CH3:19])([CH3:18])[CH3:11])[CH2:7]2, predict the reactants needed to synthesize it. The reactants are: [Br:1][C:2]1[CH:3]=[CH:4][CH:5]=[C:6]2[C:10]=1[CH2:9][CH:8]=[CH:7]2.[CH:11]1([Si:17](C)([CH3:19])[CH3:18])C=CCC=C1. (5) The reactants are: C([O:4][CH2:5][C:6]([C@:8]1([OH:29])[C@:24]2([CH3:25])[CH:11]([CH:12]3[C:21](=[CH:22][CH2:23]2)[C@:20]2([CH3:26])[C:15](=[CH:16][C:17](=[O:27])[CH:18]=[CH:19]2)[CH2:14][CH2:13]3)[CH2:10][C@H:9]1[CH3:28])=[O:7])(=O)C.C(OCC(=O)[C@@H]1[C@]2(C)C(C3C(=CC2)[C@]2(C)C(=CC(=O)CC2)CC3)C[C@H]1C)(=O)C. Given the product [OH:29][C@@:8]1([C:6](=[O:7])[CH2:5][OH:4])[C@:24]2([CH3:25])[CH:11]([CH:12]3[C:21](=[CH:22][CH2:23]2)[C@:20]2([CH3:26])[C:15](=[CH:16][C:17](=[O:27])[CH:18]=[CH:19]2)[CH2:14][CH2:13]3)[CH2:10][C@H:9]1[CH3:28], predict the reactants needed to synthesize it. (6) Given the product [F:13][C:12]1[CH:11]=[C:10]([C:14]([OH:17])([CH3:16])[CH3:15])[CH:9]=[C:8]([F:18])[C:7]=1[C:5]1[S:6][C:2]([NH:1][C:23]2[CH:24]=[CH:25][CH:26]=[C:27]([CH2:29][O:30][CH2:31][C:32]([OH:34])([CH3:33])[CH3:35])[N:28]=2)=[C:3]([C:19]([NH2:21])=[O:20])[N:4]=1, predict the reactants needed to synthesize it. The reactants are: [NH2:1][C:2]1[S:6][C:5]([C:7]2[C:12]([F:13])=[CH:11][C:10]([C:14]([OH:17])([CH3:16])[CH3:15])=[CH:9][C:8]=2[F:18])=[N:4][C:3]=1[C:19]([NH2:21])=[O:20].Br[C:23]1[N:28]=[C:27]([CH2:29][O:30][CH2:31][C:32]([CH3:35])([OH:34])[CH3:33])[CH:26]=[CH:25][CH:24]=1.CC(C1C=C(C(C)C)C(C2C=CC=CC=2P(C2CCCCC2)C2CCCCC2)=C(C(C)C)C=1)C.C(=O)([O-])[O-].[K+].[K+]. (7) Given the product [ClH:1].[Cl:1][C:2]1[CH:3]=[C:4]([CH:9]2[CH2:13][CH2:12][N:11]([C:14]3[CH:19]=[CH:18][C:17]([O:20][CH3:21])=[C:16]([O:22][CH2:23][CH:24]4[CH2:28][CH2:27][CH2:26][N:25]4[CH3:29])[CH:15]=3)[C:10]2=[O:30])[CH:5]=[CH:6][C:7]=1[Cl:8], predict the reactants needed to synthesize it. The reactants are: [Cl:1][C:2]1[CH:3]=[C:4]([CH:9]2[CH2:13][CH2:12][N:11]([C:14]3[CH:19]=[CH:18][C:17]([O:20][CH3:21])=[C:16]([O:22][CH2:23][CH:24]4[CH2:28][CH2:27][CH2:26][N:25]4[CH3:29])[CH:15]=3)[C:10]2=[O:30])[CH:5]=[CH:6][C:7]=1[Cl:8].C(O[K])(C)(C)C.C([O-])(O)=O.[Na+].